Predict the product of the given reaction. From a dataset of Forward reaction prediction with 1.9M reactions from USPTO patents (1976-2016). Given the reactants [CH3:1][S:2]([C:5]1[N:6]=[CH:7][N:8]2[CH:12]=[CH:11][S:10][C:9]=12)(=[O:4])=[O:3].[CH3:13][Si]([N-][Si](C)(C)C)(C)C.[Li+].C1COCC1.CI.[Cl-].[Na+], predict the reaction product. The product is: [CH2:1]([S:2]([C:5]1[N:6]=[CH:7][N:8]2[CH:12]=[CH:11][S:10][C:9]=12)(=[O:3])=[O:4])[CH3:13].